From a dataset of Reaction yield outcomes from USPTO patents with 853,638 reactions. Predict the reaction yield, written as a fraction of the theoretical maximum amount of product (1.0 means a 100% yield; for example, 0.34 means a 34% yield). (1) The reactants are CCN=C=NCCCN(C)C.[CH3:12][C:13]1[CH:18]=[CH:17][C:16]([C:19]2[CH:24]=[C:23]([N+:25]([O-:27])=[O:26])[CH:22]=[C:21]([C:28]([OH:30])=O)[CH:20]=2)=[CH:15][CH:14]=1.C1C=[CH:33][C:34]2[N:39](O)N=N[C:35]=2C=1.CN1[C:46](=[O:47])CCC1. The catalyst is C(Cl)Cl.CN(C=O)C. The product is [CH3:46][O:47][CH2:33][CH:34]([NH:39][C:28]([C:21]1[CH:20]=[C:19]([C:16]2[CH:15]=[CH:14][C:13]([CH3:12])=[CH:18][CH:17]=2)[CH:24]=[C:23]([N+:25]([O-:27])=[O:26])[CH:22]=1)=[O:30])[CH3:35]. The yield is 0.835. (2) The reactants are [CH2:1]([O:3][C:4]1[C:5]([OH:14])=[C:6]([CH:9]=[C:10]([CH:12]=O)[CH:11]=1)[C:7]#[N:8])[CH3:2].[C:15]1([C:21](=O)[CH2:22][C:23]2[CH:28]=[CH:27][CH:26]=[CH:25][CH:24]=2)[CH:20]=[CH:19][CH:18]=[CH:17][CH:16]=1.[NH2:30][C:31]([NH2:33])=[O:32].Cl. The catalyst is CCO.CO.CCOC(C)=O. The product is [CH2:1]([O:3][C:4]1[C:5]([OH:14])=[C:6]([CH:9]=[C:10]([CH:12]2[C:22]([C:23]3[CH:28]=[CH:27][CH:26]=[CH:25][CH:24]=3)=[C:21]([C:15]3[CH:20]=[CH:19][CH:18]=[CH:17][CH:16]=3)[NH:33][C:31](=[O:32])[NH:30]2)[CH:11]=1)[C:7]#[N:8])[CH3:2]. The yield is 0.457. (3) The reactants are [Mg].C(O[Ge:5]([O:12][CH2:13][CH3:14])([O:9][CH2:10][CH3:11])[O:6][CH2:7][CH3:8])C.Br[C:16]1[CH:29]=[CH:28][C:27]2[S:26][C:25]3[C:20](=[CH:21][CH:22]=[CH:23][CH:24]=3)[S:19][C:18]=2[CH:17]=1. The catalyst is C1COCC1. The product is [CH2:13]([O:12][Ge:5]([O:6][CH2:7][CH3:8])([O:9][CH2:10][CH3:11])[C:16]1[CH:29]=[CH:28][C:27]2[S:26][C:25]3[C:20](=[CH:21][CH:22]=[CH:23][CH:24]=3)[S:19][C:18]=2[CH:17]=1)[CH3:14]. The yield is 0.305. (4) The yield is 0.603. The catalyst is [Pt](=O)=O.[Rh].CC(O)=O. The reactants are [CH3:1][C:2]1[CH:7]=[CH:6][N:5]=[CH:4][C:3]=1[NH:8][C:9](=[O:15])[O:10][C:11]([CH3:14])([CH3:13])[CH3:12]. The product is [CH3:1][CH:2]1[CH2:7][CH2:6][NH:5][CH2:4][CH:3]1[NH:8][C:9](=[O:15])[O:10][C:11]([CH3:14])([CH3:13])[CH3:12]. (5) The reactants are [NH2:1][C:2]1[CH:33]=[CH:32][C:5]([C:6]([NH:8][C@H:9]2[CH2:14][CH2:13][CH2:12][C@@H:11]([NH:15][C:16]3[N:21]=[C:20]([C:22]4[C:30]5[C:25](=[CH:26][CH:27]=[CH:28][CH:29]=5)[NH:24][CH:23]=4)[C:19]([Cl:31])=[CH:18][N:17]=3)[CH2:10]2)=[O:7])=[CH:4][CH:3]=1.CCN(C(C)C)C(C)C.[C:43](Cl)(=[O:46])[CH:44]=[CH2:45]. The catalyst is C1COCC1.CN1C(=O)CCC1. The product is [C:43]([NH:1][C:2]1[CH:33]=[CH:32][C:5]([C:6]([NH:8][C@H:9]2[CH2:14][CH2:13][CH2:12][C@@H:11]([NH:15][C:16]3[N:21]=[C:20]([C:22]4[C:30]5[C:25](=[CH:26][CH:27]=[CH:28][CH:29]=5)[NH:24][CH:23]=4)[C:19]([Cl:31])=[CH:18][N:17]=3)[CH2:10]2)=[O:7])=[CH:4][CH:3]=1)(=[O:46])[CH:44]=[CH2:45]. The yield is 0.400. (6) The reactants are [CH3:1][O:2][CH2:3][CH2:4][O:5][CH2:6][CH2:7][O:8][CH2:9][CH2:10][O:11][CH2:12][CH2:13]O.C1C(=O)N([O:22][C:23]([O:25][N:26]2[C:31](=[O:32])[CH2:30][CH2:29][C:27]2=[O:28])=[O:24])C(=O)C1.C(N(CC)CC)C.C(OCC)(=O)C.CO. The catalyst is C(#N)C. The product is [CH3:1][O:2][CH2:3][CH2:4][O:5][CH2:6][CH2:7][O:8][CH2:9][CH2:10][O:11][CH2:12][CH2:13][O:22][C:23](=[O:24])[O:25][N:26]1[C:27](=[O:28])[CH2:29][CH2:30][C:31]1=[O:32]. The yield is 0.280. (7) The reactants are [CH2:1]([C:3]1[S:7][C:6]([C:8]([O:10]C)=[O:9])=[CH:5][C:4]=1[C:12]1[N:16]([CH3:17])[N:15]=[CH:14][CH:13]=1)[CH3:2].[Cl:18]N1C(=O)CCC1=O.[OH-].[Na+]. The catalyst is O1CCCC1. The product is [Cl:18][C:13]1[CH:14]=[N:15][N:16]([CH3:17])[C:12]=1[C:4]1[CH:5]=[C:6]([C:8]([OH:10])=[O:9])[S:7][C:3]=1[CH2:1][CH3:2]. The yield is 1.00. (8) The reactants are [NH2:1][C:2]1[N:7]=[CH:6][C:5]([C:8]2[CH:9]=[C:10]([NH2:19])[C:11]([NH:14][C:15]([CH3:18])([CH3:17])[CH3:16])=[CH:12][CH:13]=2)=[CH:4][N:3]=1.[CH3:20][C:21]1[CH:22]=[N:23][N:24]([C:26]2[CH:33]=[CH:32][CH:31]=[CH:30][C:27]=2[CH:28]=O)[CH:25]=1.C([O-])(O)=O.[Na+]. The catalyst is C(O)(=O)C. The product is [C:15]([N:14]1[C:11]2[CH:12]=[CH:13][C:8]([C:5]3[CH:4]=[N:3][C:2]([NH2:1])=[N:7][CH:6]=3)=[CH:9][C:10]=2[N:19]=[C:28]1[C:27]1[CH:30]=[CH:31][CH:32]=[CH:33][C:26]=1[N:24]1[CH:25]=[C:21]([CH3:20])[CH:22]=[N:23]1)([CH3:16])([CH3:18])[CH3:17]. The yield is 0.350. (9) The reactants are [C:1]([O:5][C:6]([N:8]1[CH2:12][CH2:11][CH2:10][C@@H:9]1[CH2:13][O:14][C:15]1[CH:20]=[CH:19][C:18]([OH:21])=[CH:17][CH:16]=1)=[O:7])([CH3:4])([CH3:3])[CH3:2].[F:22][C:23]1[CH:24]=[C:25]([CH:28]=[CH:29][C:30]=1[F:31])[CH2:26]Br. No catalyst specified. The product is [C:1]([O:5][C:6]([N:8]1[CH2:12][CH2:11][CH2:10][C@@H:9]1[CH2:13][O:14][C:15]1[CH:20]=[CH:19][C:18]([O:21][CH2:26][C:25]2[CH:28]=[CH:29][C:30]([F:31])=[C:23]([F:22])[CH:24]=2)=[CH:17][CH:16]=1)=[O:7])([CH3:4])([CH3:2])[CH3:3]. The yield is 0.550. (10) The yield is 0.850. The reactants are [CH3:1][O:2][C:3](=[O:13])[CH2:4][C:5]1[CH:10]=[CH:9][C:8]([S:11][CH3:12])=[CH:7][CH:6]=1.[Br:14]Br. The catalyst is C(Cl)(Cl)(Cl)Cl. The product is [CH3:1][O:2][C:3](=[O:13])[CH2:4][C:5]1[CH:10]=[CH:9][C:8]([S:11][CH3:12])=[C:7]([Br:14])[CH:6]=1.